Dataset: Reaction yield outcomes from USPTO patents with 853,638 reactions. Task: Predict the reaction yield, written as a fraction of the theoretical maximum amount of product (1.0 means a 100% yield; for example, 0.34 means a 34% yield). (1) The reactants are C([O:3][P:4]([O:8][CH2:9][CH3:10])[O:5][CH2:6][CH3:7])C.Br[CH2:12][C:13]1[CH:18]=[CH:17][C:16]([C:19]([OH:21])=[O:20])=[CH:15][CH:14]=1. The catalyst is C1(C)C=CC=CC=1. The product is [CH2:9]([O:8][P:4]([CH2:12][C:13]1[CH:18]=[CH:17][C:16]([C:19]([OH:21])=[O:20])=[CH:15][CH:14]=1)([O:5][CH2:6][CH3:7])=[O:3])[CH3:10]. The yield is 0.770. (2) The reactants are C(OC(=O)[NH:7][CH:8]1[CH2:13][CH2:12][N:11]([C:14]2[CH:19]=[CH:18][N:17]=[CH:16][N:15]=2)[CH2:10][CH2:9]1)(C)(C)C.Cl. The catalyst is ClCCl.[OH-].[Na+]. The product is [N:17]1[CH:18]=[CH:19][C:14]([N:11]2[CH2:10][CH2:9][CH:8]([NH2:7])[CH2:13][CH2:12]2)=[N:15][CH:16]=1. The yield is 0.800. (3) The reactants are [C:1]([C:3]1[CH:8]=[CH:7][CH:6]=[C:5]([S:9][C:10]2[CH:15]=[CH:14][N:13]=[CH:12][CH:11]=2)[N:4]=1)#[N:2].[C:16](OC)(=[O:24])[C:17]1[C:18](=[CH:20][CH:21]=[CH:22][CH:23]=1)[SH:19].C(N(CC)CC)C. The catalyst is C1(C)C=CC=CC=1. The product is [N:13]1[CH:14]=[CH:15][C:10]([S:9][C:5]2[N:4]=[C:3]([C:1]3[S:19][C:18]4[CH:20]=[CH:21][CH:22]=[CH:23][C:17]=4[C:16](=[O:24])[N:2]=3)[CH:8]=[CH:7][CH:6]=2)=[CH:11][CH:12]=1. The yield is 0.0200. (4) The reactants are [C:1]1([CH2:9]Cl)[CH:6]=[CH:5][CH:4]=[C:3]([CH2:7]Cl)[CH:2]=1.[C:11]([O-:14])(=[O:13])[CH3:12].[K+]. The catalyst is CC(C)=O.[Cl-].C([N+](CC)(CC)CC)C1C=CC=CC=1. The product is [C:11]([O:14][CH2:9][C:1]1[CH:6]=[CH:5][CH:4]=[C:3]([CH2:7][O:14][C:11](=[O:13])[CH3:12])[CH:2]=1)(=[O:13])[CH3:12]. The yield is 0.987. (5) The product is [ClH:29].[N:17]1([CH2:16][CH2:15][CH2:14][CH:10]2[O:11][CH2:12][CH2:13][NH:8][CH2:9]2)[CH2:18][CH2:19][CH2:20][CH2:21]1. The catalyst is ClCCCl. The yield is 0.930. The reactants are C([N:8]1[CH2:13][CH2:12][O:11][CH:10]([CH2:14][CH2:15][CH2:16][N:17]2[CH2:21][CH2:20][CH2:19][CH2:18]2)[CH2:9]1)C1C=CC=CC=1.C(N(CC)CC)C.[Cl:29]C(OC(Cl)C)=O.O.